From a dataset of NCI-60 drug combinations with 297,098 pairs across 59 cell lines. Regression. Given two drug SMILES strings and cell line genomic features, predict the synergy score measuring deviation from expected non-interaction effect. Drug 1: C1CCN(CC1)CCOC2=CC=C(C=C2)C(=O)C3=C(SC4=C3C=CC(=C4)O)C5=CC=C(C=C5)O. Drug 2: CC1=C(C=C(C=C1)C(=O)NC2=CC(=CC(=C2)C(F)(F)F)N3C=C(N=C3)C)NC4=NC=CC(=N4)C5=CN=CC=C5. Cell line: LOX IMVI. Synergy scores: CSS=21.2, Synergy_ZIP=5.65, Synergy_Bliss=8.70, Synergy_Loewe=12.1, Synergy_HSA=11.1.